From a dataset of Reaction yield outcomes from USPTO patents with 853,638 reactions. Predict the reaction yield, written as a fraction of the theoretical maximum amount of product (1.0 means a 100% yield; for example, 0.34 means a 34% yield). The product is [CH2:1]([S:8][C:9]1[CH:14]=[C:13]2[C:12](=[CH:11][CH:10]=1)[N:22]([C:23]1[CH:28]=[C:27]([F:29])[C:26]([Br:30])=[CH:25][C:24]=1[O:31][CH3:32])[C:17](=[O:18])[CH:16]=[CH:15]2)[C:2]1[CH:3]=[CH:4][CH:5]=[CH:6][CH:7]=1. The catalyst is CO. The reactants are [CH2:1]([S:8][C:9]1[CH:10]=[CH:11][C:12]([NH:22][C:23]2[CH:28]=[C:27]([F:29])[C:26]([Br:30])=[CH:25][C:24]=2[O:31][CH3:32])=[C:13](/[CH:15]=[CH:16]/[C:17](OCC)=[O:18])[CH:14]=1)[C:2]1[CH:7]=[CH:6][CH:5]=[CH:4][CH:3]=1.C(P(CCCC)CCCC)CCC. The yield is 0.880.